This data is from Reaction yield outcomes from USPTO patents with 853,638 reactions. The task is: Predict the reaction yield, written as a fraction of the theoretical maximum amount of product (1.0 means a 100% yield; for example, 0.34 means a 34% yield). (1) The product is [F:1][C:2]1[CH:3]=[C:4]([CH:37]=[CH:38][CH:39]=1)[CH2:5][N:6]1[C:14]2[C:9](=[CH:10][C:11]([NH:15][C:16]3[C:25]4[C:20](=[CH:21][CH:22]=[CH:23][C:24]=4[CH2:26][N:27]4[CH2:32][CH2:31][C@@H:30]([NH2:33])[C@H:29]([OH:36])[CH2:28]4)[N:19]=[CH:18][N:17]=3)=[CH:12][CH:13]=2)[CH:8]=[N:7]1. The catalyst is C1COCC1.O. The yield is 0.930. The reactants are [F:1][C:2]1[CH:3]=[C:4]([CH:37]=[CH:38][CH:39]=1)[CH2:5][N:6]1[C:14]2[C:9](=[CH:10][C:11]([NH:15][C:16]3[C:25]4[C:20](=[CH:21][CH:22]=[CH:23][C:24]=4[CH2:26][N:27]4[CH2:32][CH2:31][C@@H:30]([N:33]=[N+]=[N-])[C@H:29]([OH:36])[CH2:28]4)[N:19]=[CH:18][N:17]=3)=[CH:12][CH:13]=2)[CH:8]=[N:7]1.C1C=CC(P(C2C=CC=CC=2)C2C=CC=CC=2)=CC=1. (2) The catalyst is O. The product is [F:24][C:6]([F:5])([F:23])[O:7][C:8]1[CH:9]=[CH:10][C:11]([C:14]2[S:15][CH:16]=[C:17]([C:20]([CH3:22])=[O:21])[C:18]=2[OH:19])=[CH:12][CH:13]=1. The reactants are C(Cl)(Cl)Cl.[F:5][C:6]([F:24])([F:23])[O:7][C:8]1[CH:13]=[CH:12][C:11]([CH:14]2[C:18]([OH:19])=[C:17]([C:20]([CH3:22])=[O:21])[CH2:16][S:15]2)=[CH:10][CH:9]=1.S(Cl)(Cl)(=O)=O. The yield is 0.830.